This data is from Reaction yield outcomes from USPTO patents with 853,638 reactions. The task is: Predict the reaction yield, written as a fraction of the theoretical maximum amount of product (1.0 means a 100% yield; for example, 0.34 means a 34% yield). (1) The reactants are C([O-])(=O)C.[NH4+:5].[CH3:6][CH:7]1[CH2:11][CH2:10][C:9](=O)[C@@H:8]1[C:13]([O:15][CH2:16][CH3:17])=[O:14]. The catalyst is CO. The product is [NH2:5][C:9]1[CH2:10][CH2:11][C@@H:7]([CH3:6])[C:8]=1[C:13]([O:15][CH2:16][CH3:17])=[O:14]. The yield is 0.970. (2) The reactants are [S:1]1[CH2:6][CH:5]=[C:4](OS(C(F)(F)F)(=O)=O)[CH2:3][CH2:2]1.[B:15]1([B:15]2[O:19][C:18]([CH3:21])([CH3:20])[C:17]([CH3:23])([CH3:22])[O:16]2)[O:19][C:18]([CH3:21])([CH3:20])[C:17]([CH3:23])([CH3:22])[O:16]1.C([O-])(=O)C.[K+]. The catalyst is O1CCOCC1.O.[Cl-].[Na+].O.C1(P(C2C=CC=CC=2)[C-]2C=CC=C2)C=CC=CC=1.[C-]1(P(C2C=CC=CC=2)C2C=CC=CC=2)C=CC=C1.[Fe+2]. The product is [S:1]1[CH2:6][CH:5]=[C:4]([B:15]2[O:19][C:18]([CH3:21])([CH3:20])[C:17]([CH3:23])([CH3:22])[O:16]2)[CH2:3][CH2:2]1. The yield is 0.530. (3) The reactants are [I-:1].[CH2:2]([N:4]1[CH:8]=[CH:7][CH:6]=[C:5]1[CH2:9][N+](C)(C)C)[CH3:3].[C:14]1([P:20]([C:27]2[CH:32]=[CH:31][CH:30]=[CH:29][CH:28]=2)[C:21]2[CH:26]=[CH:25][CH:24]=[CH:23][CH:22]=2)[CH:19]=[CH:18][CH:17]=[CH:16][CH:15]=1. The catalyst is C(#N)C. The product is [I-:1].[CH2:2]([N:4]1[CH:8]=[CH:7][CH:6]=[C:5]1[CH2:9][P+:20]([C:21]1[CH:22]=[CH:23][CH:24]=[CH:25][CH:26]=1)([C:27]1[CH:32]=[CH:31][CH:30]=[CH:29][CH:28]=1)[C:14]1[CH:15]=[CH:16][CH:17]=[CH:18][CH:19]=1)[CH3:3]. The yield is 0.810.